This data is from Forward reaction prediction with 1.9M reactions from USPTO patents (1976-2016). The task is: Predict the product of the given reaction. (1) Given the reactants [NH2:1][C:2]1[N:11]=[C:5]2[C:6]([OH:10])=[CH:7][CH:8]=[CH:9][N:4]2[N:3]=1.C(=O)([O-])[O-].[Cs+].[Cs+].CC(C)=O.Br[CH2:23][C:24]1[CH:29]=[CH:28][CH:27]=[CH:26][C:25]=1[N:30]([CH3:35])[S:31]([CH3:34])(=[O:33])=[O:32], predict the reaction product. The product is: [NH2:1][C:2]1[N:11]=[C:5]2[C:6]([O:10][CH2:23][C:24]3[CH:29]=[CH:28][CH:27]=[CH:26][C:25]=3[N:30]([CH3:35])[S:31]([CH3:34])(=[O:33])=[O:32])=[CH:7][CH:8]=[CH:9][N:4]2[N:3]=1. (2) Given the reactants [NH2:1][C:2]1[N:3]=[CH:4][C:5]([C:8]2[C:9]([F:19])=[C:10]([OH:18])[C:11]([CH:14]3[CH2:17][CH2:16][CH2:15]3)=[CH:12][CH:13]=2)=[N:6][CH:7]=1.Br[CH2:21][C:22]1[CH:32]=[CH:31][CH:30]=[CH:29][C:23]=1[C:24]([O:26]CC)=[O:25], predict the reaction product. The product is: [NH2:1][C:2]1[N:3]=[CH:4][C:5]([C:8]2[C:9]([F:19])=[C:10]([C:11]([CH:14]3[CH2:15][CH2:16][CH2:17]3)=[CH:12][CH:13]=2)[O:18][CH2:21][C:22]2[CH:32]=[CH:31][CH:30]=[CH:29][C:23]=2[C:24]([OH:26])=[O:25])=[N:6][CH:7]=1. (3) Given the reactants [Cl:1][C:2]1[CH:7]=[C:6]([CH:8]([OH:16])[CH2:9][CH2:10][CH:11]([O:14][CH3:15])[O:12][CH3:13])[C:5]([F:17])=[CH:4][N:3]=1.CC(OI1(OC(C)=O)(OC(C)=O)OC(=O)C2C=CC=CC1=2)=O, predict the reaction product. The product is: [Cl:1][C:2]1[CH:7]=[C:6]([C:8](=[O:16])[CH2:9][CH2:10][CH:11]([O:12][CH3:13])[O:14][CH3:15])[C:5]([F:17])=[CH:4][N:3]=1. (4) Given the reactants [F:1][C:2]1[CH:7]=[CH:6][C:5]([C:8]2([C:13]([OH:15])=O)[CH2:12][CH2:11][CH2:10][CH2:9]2)=[CH:4][CH:3]=1.[NH2:16][CH2:17][CH2:18][CH2:19][N:20]1[CH2:25][CH2:24][CH:23]([C:26]2[CH:27]=[C:28]([NH:32][C:33](=[O:35])[CH3:34])[CH:29]=[CH:30][CH:31]=2)[CH2:22][CH2:21]1, predict the reaction product. The product is: [C:33]([NH:32][C:28]1[CH:27]=[C:26]([CH:23]2[CH2:24][CH2:25][N:20]([CH2:19][CH2:18][CH2:17][NH:16][C:13]([C:8]3([C:5]4[CH:4]=[CH:3][C:2]([F:1])=[CH:7][CH:6]=4)[CH2:9][CH2:10][CH2:11][CH2:12]3)=[O:15])[CH2:21][CH2:22]2)[CH:31]=[CH:30][CH:29]=1)(=[O:35])[CH3:34]. (5) Given the reactants [Br:1][C:2]1[CH:3]=[C:4]2[C:8](=[CH:9][C:10]=1[F:11])[N:7](C(=O)C)[N:6]=[CH:5]2.Cl.[OH-].[Na+], predict the reaction product. The product is: [Br:1][C:2]1[CH:3]=[C:4]2[C:8](=[CH:9][C:10]=1[F:11])[NH:7][N:6]=[CH:5]2.